Dataset: NCI-60 drug combinations with 297,098 pairs across 59 cell lines. Task: Regression. Given two drug SMILES strings and cell line genomic features, predict the synergy score measuring deviation from expected non-interaction effect. (1) Drug 1: C(CC(=O)O)C(=O)CN.Cl. Drug 2: C1C(C(OC1N2C=NC(=NC2=O)N)CO)O. Cell line: OVCAR-4. Synergy scores: CSS=13.8, Synergy_ZIP=-3.23, Synergy_Bliss=-1.08, Synergy_Loewe=-0.813, Synergy_HSA=2.64. (2) Drug 1: CC1=CC=C(C=C1)C2=CC(=NN2C3=CC=C(C=C3)S(=O)(=O)N)C(F)(F)F. Drug 2: C1C(C(OC1N2C=NC3=C2NC=NCC3O)CO)O. Cell line: NCIH23. Synergy scores: CSS=-1.19, Synergy_ZIP=-0.0320, Synergy_Bliss=-0.287, Synergy_Loewe=-2.30, Synergy_HSA=-2.34.